From a dataset of Full USPTO retrosynthesis dataset with 1.9M reactions from patents (1976-2016). Predict the reactants needed to synthesize the given product. (1) The reactants are: [OH-].[K+].[CH3:3][O:4][C:5](=[O:28])[CH:6]([NH:15][C:16]([CH3:27])=[CH:17][C:18](=[O:26])[C:19]1[CH:24]=[CH:23][C:22]([F:25])=[CH:21][CH:20]=1)[CH2:7][C:8]1[CH:13]=[CH:12][C:11]([OH:14])=[CH:10][CH:9]=1.[Br:29][CH2:30][CH2:31]Br. Given the product [CH3:3][O:4][C:5](=[O:28])[CH:6]([NH:15][C:16]([CH3:27])=[CH:17][C:18](=[O:26])[C:19]1[CH:20]=[CH:21][C:22]([F:25])=[CH:23][CH:24]=1)[CH2:7][C:8]1[CH:9]=[CH:10][C:11]([O:14][CH2:31][CH2:30][Br:29])=[CH:12][CH:13]=1, predict the reactants needed to synthesize it. (2) Given the product [Cl:18][C:19]1[CH:20]=[C:21]([NH:25][C:26]([N:14]2[CH2:15][CH2:16][C:11]3[NH:10][N:9]=[C:8]([C:6]4[N:7]=[C:3]([CH:2]([F:1])[F:17])[S:4][CH:5]=4)[C:12]=3[CH2:13]2)=[O:27])[CH:22]=[CH:23][CH:24]=1, predict the reactants needed to synthesize it. The reactants are: [F:1][CH:2]([F:17])[C:3]1[S:4][CH:5]=[C:6]([C:8]2[C:12]3[CH2:13][NH:14][CH2:15][CH2:16][C:11]=3[NH:10][N:9]=2)[N:7]=1.[Cl:18][C:19]1[CH:20]=[C:21]([NH:25][C:26](=O)[O:27]C2C=CC=CC=2)[CH:22]=[CH:23][CH:24]=1. (3) Given the product [CH2:14]([O:13][CH2:12][CH2:11][O:10][C:5]1[CH:4]=[C:3]([CH3:16])[C:2]([C:23]2[CH:22]=[CH:21][CH:20]=[C:19]([CH:17]=[O:18])[CH:24]=2)=[C:7]([CH3:8])[C:6]=1[CH3:9])[CH3:15], predict the reactants needed to synthesize it. The reactants are: Br[C:2]1[C:7]([CH3:8])=[C:6]([CH3:9])[C:5]([O:10][CH2:11][CH2:12][O:13][CH2:14][CH3:15])=[CH:4][C:3]=1[CH3:16].[CH:17]([C:19]1[CH:20]=[C:21](B(O)O)[CH:22]=[CH:23][CH:24]=1)=[O:18].C(=O)([O-])[O-].[Cs+].[Cs+].O. (4) Given the product [CH3:12][O:13][C:14]1[CH:15]=[CH:16][C:17]([S:20]([N:23]2[CH:24]=[CH:25][C@H:26]([C:27]3[CH:32]=[CH:31][CH:30]=[CH:29][CH:28]=3)[C@H:3]([CH2:4][C:5]([O:7][C:8]([CH3:11])([CH3:10])[CH3:9])=[O:6])[C:2]2=[O:1])(=[O:21])=[O:22])=[CH:18][CH:19]=1, predict the reactants needed to synthesize it. The reactants are: [O:1]=[CH:2]/[CH:3]=[CH:4]/[C:5]([O:7][C:8]([CH3:11])([CH3:10])[CH3:9])=[O:6].[CH3:12][O:13][C:14]1[CH:19]=[CH:18][C:17]([S:20]([N:23]=[CH:24]/[CH:25]=[CH:26]/[C:27]2[CH:32]=[CH:31][CH:30]=[CH:29][CH:28]=2)(=[O:22])=[O:21])=[CH:16][CH:15]=1. (5) Given the product [F:23][C:22]([F:24])([F:25])[C:20]1[N:21]=[C:17]([NH:16][C:13]2[CH:12]=[CH:11][C:10]([C@H:8]([C:2]3[O:1][N:29]=[C:4]([OH:5])[CH:3]=3)[CH3:9])=[CH:15][CH:14]=2)[S:18][CH:19]=1, predict the reactants needed to synthesize it. The reactants are: [O:1]=[C:2]([C@@H:8]([C:10]1[CH:15]=[CH:14][C:13]([NH:16][C:17]2[S:18][CH:19]=[C:20]([C:22]([F:25])([F:24])[F:23])[N:21]=2)=[CH:12][CH:11]=1)[CH3:9])[CH2:3][C:4](OC)=[O:5].[OH-].[Na+].Cl.[NH2:29]O.Cl. (6) Given the product [CH3:14][O:15][C:16]1[CH:17]=[C:18]([S:24]([N:27]2[CH:31]=[CH:30][C:29]([CH2:32][CH2:33][CH2:34][CH2:35][CH2:36][NH:37][C:9](=[O:10])[CH2:8][O:7][CH2:6][C:5]3[CH:12]=[CH:13][C:2]([F:1])=[CH:3][CH:4]=3)=[CH:28]2)(=[O:25])=[O:26])[CH:19]=[CH:20][C:21]=1[O:22][CH3:23], predict the reactants needed to synthesize it. The reactants are: [F:1][C:2]1[CH:13]=[CH:12][C:5]([CH2:6][O:7][CH2:8][C:9](Cl)=[O:10])=[CH:4][CH:3]=1.[CH3:14][O:15][C:16]1[CH:17]=[C:18]([S:24]([N:27]2[CH:31]=[CH:30][C:29]([CH2:32][CH2:33][CH2:34][CH2:35][CH2:36][NH2:37])=[CH:28]2)(=[O:26])=[O:25])[CH:19]=[CH:20][C:21]=1[O:22][CH3:23].COC1C=C(S(N2CCC(CCCNC(=O)COCC3C=CC(F)=CC=3)C2)(=O)=O)C=CC=1OC. (7) The reactants are: Br[C:2]1[CH:10]=[C:9]2[C:5]([CH2:6][N:7]([C:12]3[CH:17]=[CH:16][C:15]([CH:18]([CH3:26])[C:19]([O:21][C:22]([CH3:25])([CH3:24])[CH3:23])=[O:20])=[CH:14][CH:13]=3)[C:8]2=[O:11])=[CH:4][CH:3]=1.[CH:27](/B(O)O)=[CH:28]/[CH3:29].C(=O)([O-])[O-].[Cs+].[Cs+].COCCOC.O. Given the product [O:11]=[C:8]1[C:9]2[C:5](=[CH:4][CH:3]=[C:2]([CH:27]=[CH:28][CH3:29])[CH:10]=2)[CH2:6][N:7]1[C:12]1[CH:13]=[CH:14][C:15]([CH:18]([CH3:26])[C:19]([O:21][C:22]([CH3:23])([CH3:25])[CH3:24])=[O:20])=[CH:16][CH:17]=1, predict the reactants needed to synthesize it. (8) Given the product [Cl:1][C:2]1[C:11]2[C:6](=[CH:7][CH:8]=[CH:9][CH:10]=2)[N:5]=[CH:4][C:3]=1[NH-:12].[Cl:13][C:14]1[C:23]2[C:18](=[CH:19][CH:20]=[CH:21][N:22]=2)[N:17]=[CH:16][C:15]=1[NH-:24], predict the reactants needed to synthesize it. The reactants are: [Cl:1][C:2]1[C:11]2[C:6](=[CH:7][CH:8]=[CH:9][CH:10]=2)[N:5]=[CH:4][C:3]=1[NH2:12].[Cl:13][C:14]1[C:23]2[C:18](=[CH:19][CH:20]=[CH:21][N:22]=2)[N:17]=[CH:16][C:15]=1[NH2:24]. (9) The reactants are: [CH3:1][O:2][C:3]1[N:8]=[C:7]2[S:9][C:10]3[CH2:15][CH2:14][CH2:13][CH2:12][C:11]=3[C:6]2=[C:5]([C:16]2[CH:21]=[CH:20][C:19]([CH3:22])=[CH:18][CH:17]=2)[C:4]=1[CH2:23][C:24]([OH:26])=[O:25].S(=O)(=O)(O)O.[CH3:32]O. Given the product [CH3:1][O:2][C:3]1[N:8]=[C:7]2[S:9][C:10]3[CH2:15][CH2:14][CH2:13][CH2:12][C:11]=3[C:6]2=[C:5]([C:16]2[CH:17]=[CH:18][C:19]([CH3:22])=[CH:20][CH:21]=2)[C:4]=1[CH2:23][C:24]([O:26][CH3:32])=[O:25], predict the reactants needed to synthesize it. (10) The reactants are: [Br:1][C:2]1[CH:8]=[CH:7][C:5]([NH2:6])=[C:4]([F:9])[CH:3]=1.ClC([O:13][C:14]1[CH:19]=[CH:18][C:17]([N+:20]([O-])=O)=[CH:16][CH:15]=1)=O.C(Cl)Cl.[CH2:26](N(CC)CC)C.Cl.CN[C@@H]1CC[C@H:39]([OH:42])CC1. Given the product [Br:1][C:2]1[CH:8]=[CH:7][C:5]([NH:6][C:39](=[O:42])[N:20]([CH:17]2[CH2:16][CH2:15][CH:14]([OH:13])[CH2:19][CH2:18]2)[CH3:26])=[C:4]([F:9])[CH:3]=1, predict the reactants needed to synthesize it.